Dataset: Full USPTO retrosynthesis dataset with 1.9M reactions from patents (1976-2016). Task: Predict the reactants needed to synthesize the given product. (1) Given the product [CH3:22][CH:21]([N:5]1[C:1](=[O:11])[C:2]2[C:3](=[CH:7][CH:8]=[CH:9][CH:10]=2)[C:4]1=[O:6])[CH:20]=[CH2:23], predict the reactants needed to synthesize it. The reactants are: [C:1]1(=[O:11])[NH:5][C:4](=[O:6])[C:3]2=[CH:7][CH:8]=[CH:9][CH:10]=[C:2]12.[K].C(=O)([O-])[O-].[K+].[K+].Cl[CH:20]([CH3:23])[CH:21]=[CH2:22]. (2) Given the product [CH2:1]([O:8][C:9]1[CH:14]=[CH:13][C:12]([C:15]([C:20]2[CH:30]=[CH:29][C:23]([O:24][CH2:25][C:26]([N:35]([O:36][CH3:37])[CH3:34])=[O:28])=[C:22]([CH3:31])[CH:21]=2)([CH2:16][CH3:17])[CH2:18][CH3:19])=[CH:11][C:10]=1[CH3:32])[C:2]1[CH:7]=[CH:6][CH:5]=[CH:4][CH:3]=1, predict the reactants needed to synthesize it. The reactants are: [CH2:1]([O:8][C:9]1[CH:14]=[CH:13][C:12]([C:15]([C:20]2[CH:30]=[CH:29][C:23]([O:24][CH2:25][C:26]([OH:28])=O)=[C:22]([CH3:31])[CH:21]=2)([CH2:18][CH3:19])[CH2:16][CH3:17])=[CH:11][C:10]=1[CH3:32])[C:2]1[CH:7]=[CH:6][CH:5]=[CH:4][CH:3]=1.Cl.[CH3:34][N:35](C)[O:36][CH3:37]. (3) Given the product [Cl:1][C:2]1[N:3]=[C:4]([N:27]2[CH2:32][CH2:31][NH:30][CH2:29][CH2:28]2)[C:5]2[S:10][C:9]3[N:11]=[C:12]([C:16]4[CH:21]=[CH:20][C:19]([O:22][CH3:23])=[C:18]([O:24][CH3:25])[CH:17]=4)[CH:13]=[C:14]([CH3:15])[C:8]=3[C:6]=2[N:7]=1, predict the reactants needed to synthesize it. The reactants are: [Cl:1][C:2]1[N:3]=[C:4](Cl)[C:5]2[S:10][C:9]3[N:11]=[C:12]([C:16]4[CH:21]=[CH:20][C:19]([O:22][CH3:23])=[C:18]([O:24][CH3:25])[CH:17]=4)[CH:13]=[C:14]([CH3:15])[C:8]=3[C:6]=2[N:7]=1.[NH:27]1[CH2:32][CH2:31][NH:30][CH2:29][CH2:28]1.C(N(CC)CC)C. (4) Given the product [CH2:1]([O:8][C:9]1[CH:14]=[CH:13][C:12]([CH:15]2[CH2:20][CH2:19][C:18]([N:22]3[CH2:26][CH2:25][CH2:24][CH2:23]3)=[CH:17][CH2:16]2)=[CH:11][CH:10]=1)[C:2]1[CH:7]=[CH:6][CH:5]=[CH:4][CH:3]=1, predict the reactants needed to synthesize it. The reactants are: [CH2:1]([O:8][C:9]1[CH:14]=[CH:13][C:12]([CH:15]2[CH2:20][CH2:19][C:18](=O)[CH2:17][CH2:16]2)=[CH:11][CH:10]=1)[C:2]1[CH:7]=[CH:6][CH:5]=[CH:4][CH:3]=1.[NH:22]1[CH2:26][CH2:25][CH2:24][CH2:23]1.